Dataset: Forward reaction prediction with 1.9M reactions from USPTO patents (1976-2016). Task: Predict the product of the given reaction. (1) Given the reactants C([Li])CCC.[CH3:6][N:7]1[C:11]([CH3:12])=[CH:10][CH:9]=[N:8]1.[C:13]1(=[O:21])[CH2:20][CH2:19][CH2:18][CH2:17][CH2:16][CH2:15][CH2:14]1, predict the reaction product. The product is: [CH3:12][C:11]1[N:7]([CH2:6][C:13]2([OH:21])[CH2:20][CH2:19][CH2:18][CH2:17][CH2:16][CH2:15][CH2:14]2)[N:8]=[CH:9][CH:10]=1. (2) Given the reactants [C:1]([Si:5]([C:14]#[C:15][B-:16]([C:47]#[C:48][Si:49]([C:58]([CH3:61])([CH3:60])[CH3:59])([C:54]([CH3:57])([CH3:56])[CH3:55])[C:50]([CH3:53])([CH3:52])[CH3:51])([C:32]#[C:33][Si:34]([C:43]([CH3:46])([CH3:45])[CH3:44])([C:39]([CH3:42])([CH3:41])[CH3:40])[C:35]([CH3:38])([CH3:37])[CH3:36])[C:17]#[C:18][Si:19]([C:28]([CH3:31])([CH3:30])[CH3:29])([C:24]([CH3:27])([CH3:26])[CH3:25])[C:20]([CH3:23])([CH3:22])[CH3:21])([C:10]([CH3:13])([CH3:12])[CH3:11])[C:6]([CH3:9])([CH3:8])[CH3:7])([CH3:4])([CH3:3])[CH3:2].[Li+].[Cl-].[CH3:64][NH+:65]([C:67]1[CH:72]=[CH:71][CH:70]=[CH:69][CH:68]=1)[CH3:66], predict the reaction product. The product is: [C:54]([Si:49]([C:48]#[C:47][B-:16]([C:15]#[C:14][Si:5]([C:1]([CH3:4])([CH3:3])[CH3:2])([C:6]([CH3:9])([CH3:8])[CH3:7])[C:10]([CH3:13])([CH3:12])[CH3:11])([C:17]#[C:18][Si:19]([C:20]([CH3:23])([CH3:22])[CH3:21])([C:24]([CH3:27])([CH3:26])[CH3:25])[C:28]([CH3:31])([CH3:30])[CH3:29])[C:32]#[C:33][Si:34]([C:43]([CH3:46])([CH3:45])[CH3:44])([C:39]([CH3:41])([CH3:40])[CH3:42])[C:35]([CH3:36])([CH3:37])[CH3:38])([C:50]([CH3:53])([CH3:52])[CH3:51])[C:58]([CH3:61])([CH3:60])[CH3:59])([CH3:55])([CH3:56])[CH3:57].[CH3:64][NH+:65]([C:67]1[CH:72]=[CH:71][CH:70]=[CH:69][CH:68]=1)[CH3:66]. (3) Given the reactants [Cl:1][C:2]1[CH:11]=[C:10](Cl)[C:9]2[C:4](=[CH:5][CH:6]=[CH:7][CH:8]=2)[N:3]=1.C[OH:14], predict the reaction product. The product is: [Cl:1][C:2]1[CH:11]=[C:10]([OH:14])[C:9]2[C:4](=[CH:5][CH:6]=[CH:7][CH:8]=2)[N:3]=1. (4) Given the reactants [CH2:1]([C@@:8]12[CH2:21][CH2:20][C:19](=[O:22])[CH2:18][C@@H:17]1[CH2:16][CH2:15][C:14]1[CH:13]=[C:12]([C:23]([O:25][CH3:26])=[O:24])[CH:11]=[CH:10][C:9]2=1)[C:2]1[CH:7]=[CH:6][CH:5]=[CH:4][CH:3]=1.C[Si](C)(C)[C:29]([F:32])([F:31])[F:30].CCCC[N+](CCCC)(CCCC)CCCC.[F-], predict the reaction product. The product is: [CH2:1]([C@@:8]12[CH2:21][CH2:20][C:19]([OH:22])([C:29]([F:32])([F:31])[F:30])[CH2:18][C@@H:17]1[CH2:16][CH2:15][C:14]1[CH:13]=[C:12]([C:23]([O:25][CH3:26])=[O:24])[CH:11]=[CH:10][C:9]2=1)[C:2]1[CH:3]=[CH:4][CH:5]=[CH:6][CH:7]=1. (5) Given the reactants Cl.[I:2][C:3]1[CH:4]=[C:5]2[C:10](=[CH:11][CH:12]=1)[N:9]([C@H:13]1[CH2:17][CH2:16][NH:15][CH2:14]1)[CH:8]=[C:7]([C:18]([O:20][CH2:21][CH3:22])=[O:19])[C:6]2=[O:23].C=O.O.[C:27]([BH3-])#N.[Na+], predict the reaction product. The product is: [I:2][C:3]1[CH:4]=[C:5]2[C:10](=[CH:11][CH:12]=1)[N:9]([C@H:13]1[CH2:17][CH2:16][N:15]([CH3:27])[CH2:14]1)[CH:8]=[C:7]([C:18]([O:20][CH2:21][CH3:22])=[O:19])[C:6]2=[O:23]. (6) Given the reactants [Br:1][C:2]1[C:3](=[O:22])[NH:4][C:5](=[O:21])[N:6]([CH2:9][C:10]2[C:15]([C:16]([F:19])([F:18])[F:17])=[CH:14][CH:13]=[CH:12][C:11]=2[F:20])[C:7]=1[CH3:8].[C:36]1(P([C:36]2[CH:41]=[CH:40][CH:39]=[CH:38][CH:37]=2)[C:36]2[CH:41]=[CH:40][CH:39]=[CH:38][CH:37]=2)[CH:41]=[CH:40][CH:39]=[CH:38][CH:37]=1.[N:42]([C:51]([O:53][C:54]([CH3:57])([CH3:56])[CH3:55])=[O:52])=[N:42][C:51]([O:53][C:54]([CH3:57])([CH3:56])[CH3:55])=[O:52].[CH2:58]1COC[CH2:59]1, predict the reaction product. The product is: [Br:1][C:2]1[C:3](=[O:22])[N:4]([CH2:58][C@H:59]([NH:42][C:51]([O:53][C:54]([CH3:55])([CH3:56])[CH3:57])=[O:52])[C:36]2[CH:37]=[CH:38][CH:39]=[CH:40][CH:41]=2)[C:5](=[O:21])[N:6]([CH2:9][C:10]2[C:15]([C:16]([F:19])([F:18])[F:17])=[CH:14][CH:13]=[CH:12][C:11]=2[F:20])[C:7]=1[CH3:8]. (7) Given the reactants C(OC([NH:8][C:9]1[CH:14]=[CH:13][C:12]([C@H:15]([CH3:19])[C:16]([OH:18])=O)=[CH:11][CH:10]=1)=O)(C)(C)C.S(Cl)(Cl)=O.[CH:24]([C:27]1[S:31][C:30]([NH2:32])=[N:29][CH:28]=1)([CH3:26])[CH3:25].C(N(CC)CC)C, predict the reaction product. The product is: [NH2:8][C:9]1[CH:10]=[CH:11][C:12]([C@H:15]([CH3:19])[C:16]([NH:32][C:30]2[S:31][C:27]([CH:24]([CH3:26])[CH3:25])=[CH:28][N:29]=2)=[O:18])=[CH:13][CH:14]=1. (8) The product is: [NH:20]1[CH2:21][CH2:22][C@@H:18]([O:17][C:9]2[C:10]3[C:15](=[CH:14][CH:13]=[CH:12][CH:11]=3)[CH:16]=[C:7]([C:4]3[NH:3][C:2](=[O:1])[NH:6][N:5]=3)[N:8]=2)[CH2:19]1. Given the reactants [O:1]=[C:2]1[NH:6][N:5]=[C:4]([C:7]2[N:8]=[C:9]([O:17][C@@H:18]3[CH2:22][CH2:21][N:20](C(OC(C)(C)C)=O)[CH2:19]3)[C:10]3[C:15]([CH:16]=2)=[CH:14][CH:13]=[CH:12][CH:11]=3)[NH:3]1.C(O)(C(F)(F)F)=O, predict the reaction product. (9) Given the reactants [NH2:1][CH2:2][CH2:3][CH2:4][NH:5][C:6]1[C:11]([Br:12])=[CH:10][N:9]=[C:8]([NH:13][C:14]2[CH:15]=[C:16]([NH:20][C:21]([N:23]3[CH2:27][CH2:26][CH2:25][CH2:24]3)=[O:22])[CH:17]=[CH:18][CH:19]=2)[N:7]=1.[CH3:28][CH2:29][N:30]([CH:34](C)C)C(C)C.C([S:39]N=C=O)C, predict the reaction product. The product is: [Br:12][C:11]1[C:6]([NH:5][CH2:4][CH2:3][CH2:2][NH:1][C:34]([NH:30][CH2:29][CH3:28])=[S:39])=[N:7][C:8]([NH:13][C:14]2[CH:15]=[C:16]([NH:20][C:21]([N:23]3[CH2:27][CH2:26][CH2:25][CH2:24]3)=[O:22])[CH:17]=[CH:18][CH:19]=2)=[N:9][CH:10]=1. (10) Given the reactants OC1C(=O)NN=C(CCC2C=CC=CC=2)C=1.C([O:24][C:25]1[N:26]=[N:27][C:28]([CH2:39][C:40]2[CH:45]=[C:44]([C:46]([F:49])([F:48])[F:47])[CH:43]=[C:42]([C:50]([F:53])([F:52])[F:51])[CH:41]=2)=[CH:29][C:30]=1[O:31]CC1C=CC=CC=1)C1C=CC=CC=1.O1CCCC1, predict the reaction product. The product is: [F:49][C:46]([F:47])([F:48])[C:44]1[CH:45]=[C:40]([CH2:39][C:28]2[CH:29]=[C:30]([OH:31])[C:25](=[O:24])[NH:26][N:27]=2)[CH:41]=[C:42]([C:50]([F:51])([F:53])[F:52])[CH:43]=1.